This data is from Hepatocyte clearance measurements from AstraZeneca. The task is: Regression/Classification. Given a drug SMILES string, predict its absorption, distribution, metabolism, or excretion properties. Task type varies by dataset: regression for continuous measurements (e.g., permeability, clearance, half-life) or binary classification for categorical outcomes (e.g., BBB penetration, CYP inhibition). For this dataset (clearance_hepatocyte_az), we predict log10(clearance) (log10 of the in vitro intrinsic clearance, CLint, in uL/min per 10^6 hepatocytes; values are censored to the assay range of 3 to 150, which is 0.477 to 2.18 on this log10 scale). The molecule is COc1ccc(N(C(C)=O)C(C(=O)NC2CCCC2)c2ccccc2F)c(OC)c1. The log10(clearance) is 2.18.